From a dataset of Forward reaction prediction with 1.9M reactions from USPTO patents (1976-2016). Predict the product of the given reaction. (1) Given the reactants [Cl:1][C:2]1[CH:3]=[N:4][C:5]([CH3:19])=[C:6]([CH:18]=1)[C:7]([NH:9][C@H:10]1[CH2:15][CH2:14][C@H:13]([CH2:16][OH:17])[CH2:12][CH2:11]1)=[O:8].N1C=CC=CC=1.[CH3:26][S:27](Cl)(=[O:29])=[O:28], predict the reaction product. The product is: [Cl:1][C:2]1[CH:18]=[C:6]([C:7]([NH:9][C@H:10]2[CH2:11][CH2:12][C@H:13]([CH2:16][O:17][S:27]([CH3:26])(=[O:29])=[O:28])[CH2:14][CH2:15]2)=[O:8])[C:5]([CH3:19])=[N:4][CH:3]=1. (2) The product is: [CH3:1][O:2][C:3]1[C:27]([O:28][CH3:29])=[CH:26][C:6]2[C:7]3[N:12]([CH:13]([CH2:15][C:16]([F:19])([F:17])[F:18])[CH2:14][C:5]=2[CH:4]=1)[CH:11]=[C:10]([C:20]([OH:22])=[O:21])[C:9](=[O:25])[CH:8]=3. Given the reactants [CH3:1][O:2][C:3]1[C:27]([O:28][CH3:29])=[CH:26][C:6]2[C:7]3[N:12]([CH:13]([CH2:15][C:16]([F:19])([F:18])[F:17])[CH2:14][C:5]=2[CH:4]=1)[CH:11]=[C:10]([C:20]([O:22]CC)=[O:21])[C:9](=[O:25])[CH:8]=3.O[Li].O.Cl, predict the reaction product. (3) The product is: [Br:1][C:2]1[CH:3]=[C:4]([C:7](=[O:12])[C:8]([Cl:9])([Cl:10])[Cl:11])[N:5]([CH3:14])[CH:6]=1. Given the reactants [Br:1][C:2]1[CH:3]=[C:4]([C:7](=[O:12])[C:8]([Cl:11])([Cl:10])[Cl:9])[NH:5][CH:6]=1.Cl[C:14](Cl)(Cl)C(C1N(C)C=CC=1)=O, predict the reaction product. (4) Given the reactants [O:1]=[C:2]1[CH2:10][CH2:9][CH2:8][C:7]2[NH:6][CH:5]=[C:4]([C:11]([OH:13])=O)[C:3]1=2.C(N(CC)CC)C.ClC(OCC)=O.[F:27][C:28]1[CH:34]=[CH:33][CH:32]=[CH:31][C:29]=1[NH2:30].Cl, predict the reaction product. The product is: [F:27][C:28]1[CH:34]=[CH:33][CH:32]=[CH:31][C:29]=1[NH:30][C:11]([C:4]1[C:3]2[C:2](=[O:1])[CH2:10][CH2:9][CH2:8][C:7]=2[NH:6][CH:5]=1)=[O:13]. (5) Given the reactants [H-].[Na+].[CH3:3][N:4]1[CH2:9][CH2:8][CH2:7][CH:6]([OH:10])[CH2:5]1.[C:11]([NH:15][C:16]1[CH:21]=[C:20]([Cl:22])[N:19]=[C:18](I)[N:17]=1)([CH3:14])([CH3:13])[CH3:12], predict the reaction product. The product is: [C:11]([NH:15][C:16]1[CH:21]=[C:20]([Cl:22])[N:19]=[C:18]([O:10][CH:6]2[CH2:7][CH2:8][CH2:9][N:4]([CH3:3])[CH2:5]2)[N:17]=1)([CH3:14])([CH3:12])[CH3:13]. (6) Given the reactants [CH:1]([C:4]1[S:13][C:12]2[NH:11][C:10]3[CH:14]=[CH:15][CH:16]=[CH:17][C:9]=3[NH:8][C:7](=S)[C:6]=2[N:5]=1)([CH3:3])[CH3:2].[CH3:19][O:20][C@@H:21]([CH3:29])[CH2:22][C@H:23]1[CH2:28][NH:27][CH2:26][CH2:25][NH:24]1.CO[C@H](C)C[C@H]1CNCCN1, predict the reaction product. The product is: [CH3:19][O:20][C@H:21]([CH3:29])[CH2:22][C@@H:23]1[NH:24][CH2:25][CH2:26][N:27]([C:7]2[C:6]3[N:5]=[C:4]([CH:1]([CH3:3])[CH3:2])[S:13][C:12]=3[NH:11][C:10]3[CH:14]=[CH:15][CH:16]=[CH:17][C:9]=3[N:8]=2)[CH2:28]1. (7) Given the reactants [N+:1]([C:4]1[CH:5]=[N:6][NH:7][CH:8]=1)([O-:3])=[O:2].Cl[CH2:10][C:11]([N:13]([CH3:15])[CH3:14])=[O:12].C(=O)([O-])[O-].[K+].[K+], predict the reaction product. The product is: [CH3:14][N:13]([CH3:15])[C:11](=[O:12])[CH2:10][N:6]1[CH:5]=[C:4]([N+:1]([O-:3])=[O:2])[CH:8]=[N:7]1. (8) Given the reactants [O:1]1[CH2:6][CH2:5][O:4][CH2:3][CH:2]1[CH2:7][N:8]1[CH2:14][CH2:13][C:12]2[CH:15]=[CH:16][C:17]([NH2:19])=[CH:18][C:11]=2[CH2:10][CH2:9]1.O1CCOCC1CN1CCC2C=C(OC)C(N)=CC=2CC1.Cl[C:42]1[N:47]=[C:46]([NH:48][C:49]2[CH:54]=[CH:53][C:52]([O:55][CH3:56])=[CH:51][C:50]=2[N:57]2[CH:61]=[CH:60][CH:59]=[N:58]2)[C:45]([Cl:62])=[CH:44][N:43]=1, predict the reaction product. The product is: [Cl:62][C:45]1[C:46]([NH:48][C:49]2[CH:54]=[CH:53][C:52]([O:55][CH3:56])=[CH:51][C:50]=2[N:57]2[CH:61]=[CH:60][CH:59]=[N:58]2)=[N:47][C:42]([NH:19][C:17]2[CH:16]=[CH:15][C:12]3[CH2:13][CH2:14][N:8]([CH2:7][CH:2]4[CH2:3][O:4][CH2:5][CH2:6][O:1]4)[CH2:9][CH2:10][C:11]=3[CH:18]=2)=[N:43][CH:44]=1.